Dataset: Peptide-MHC class II binding affinity with 134,281 pairs from IEDB. Task: Regression. Given a peptide amino acid sequence and an MHC pseudo amino acid sequence, predict their binding affinity value. This is MHC class II binding data. (1) The peptide sequence is IRQLERLLQAVVGAG. The binding affinity (normalized) is 0.252. The MHC is HLA-DQA10301-DQB10302 with pseudo-sequence HLA-DQA10301-DQB10302. (2) The peptide sequence is LVLDFCDDALIEGIT. The MHC is DRB1_0301 with pseudo-sequence DRB1_0301. The binding affinity (normalized) is 0.748. (3) The peptide sequence is MIVDTISDFRAAIAN. The MHC is HLA-DPA10201-DPB10101 with pseudo-sequence HLA-DPA10201-DPB10101. The binding affinity (normalized) is 0.326.